Dataset: Full USPTO retrosynthesis dataset with 1.9M reactions from patents (1976-2016). Task: Predict the reactants needed to synthesize the given product. (1) Given the product [Cl:1][C:2]1[CH:7]=[CH:6][C:5]([O:8][C:37]2[CH:36]=[CH:35][C:32]([C:33]#[N:34])=[CH:31][C:30]=2[F:29])=[CH:4][C:3]=1[CH:9]([CH3:28])[C:10]([C:16]1[CH:17]=[CH:18][C:19]2[O:24][CH2:23][C:22](=[O:25])[N:21]([CH3:26])[C:20]=2[CH:27]=1)=[O:15], predict the reactants needed to synthesize it. The reactants are: [Cl:1][C:2]1[CH:7]=[CH:6][C:5]([OH:8])=[CH:4][C:3]=1[CH:9]([CH3:28])[C:10]([C:16]1[CH:17]=[CH:18][C:19]2[O:24][CH2:23][C:22](=[O:25])[N:21]([CH3:26])[C:20]=2[CH:27]=1)([OH:15])C(F)(F)F.[F:29][C:30]1[CH:31]=[C:32]([CH:35]=[CH:36][C:37]=1F)[C:33]#[N:34].C(=O)([O-])[O-].[Cs+].[Cs+].O. (2) Given the product [Br:1][C:2]1[CH:3]=[C:4]([C:5](=[NH:6])[NH:17][OH:18])[CH:7]=[CH:8][C:9]=1[F:10], predict the reactants needed to synthesize it. The reactants are: [Br:1][C:2]1[CH:3]=[C:4]([CH:7]=[CH:8][C:9]=1[F:10])[C:5]#[N:6].C(=O)(O)[O-].[Na+].Cl.[NH2:17][OH:18]. (3) The reactants are: Br[C:2]1[CH:3]=[CH:4][CH:5]=[C:6]2[C:11]=1[N:10]=[C:9]([NH:12][C:13]1[CH:18]=[CH:17][CH:16]=[CH:15][CH:14]=1)[C:8]([CH3:19])=[N:7]2.C([Sn](CCCC)(CCCC)[C:25]([O:27]CC)=[CH2:26])CCC.CC(C1C=C(C(C)C)C(C2C=CC=CC=2P(C2CCCCC2)C2CCCCC2)=C(C(C)C)C=1)C.[F-].[Cs+]. Given the product [CH3:19][C:8]1[C:9]([NH:12][C:13]2[CH:18]=[CH:17][CH:16]=[CH:15][CH:14]=2)=[N:10][C:11]2[C:6](=[CH:5][CH:4]=[CH:3][C:2]=2[C:25](=[O:27])[CH3:26])[N:7]=1, predict the reactants needed to synthesize it. (4) The reactants are: [Br:1][C:2]1[CH:3]=[CH:4][C:5]([CH2:8]O)=[N:6][CH:7]=1.S(Cl)([Cl:12])=O. Given the product [Br:1][C:2]1[CH:3]=[CH:4][C:5]([CH2:8][Cl:12])=[N:6][CH:7]=1, predict the reactants needed to synthesize it.